From a dataset of Forward reaction prediction with 1.9M reactions from USPTO patents (1976-2016). Predict the product of the given reaction. (1) Given the reactants NC1(C2C=CC(C3C(=O)C4C(=CC=C(F)C=4)OC=3C3C=CC=CC=3)=CC=2)CCC1.C(OC(=O)[NH:36][C:37]1([C:41]2[CH:46]=[CH:45][C:44]([C:47]3[C:56](=[O:57])[C:55]4[C:50](=[C:51]([C:58]5[C:59]([C:63]([F:66])([F:65])[F:64])=[N:60][NH:61][CH:62]=5)[CH:52]=[CH:53][CH:54]=4)[O:49][C:48]=3[C:67]3[CH:72]=[CH:71][CH:70]=[CH:69][CH:68]=3)=[CH:43][CH:42]=2)[CH2:40][CH2:39][CH2:38]1)(C)(C)C, predict the reaction product. The product is: [NH2:36][C:37]1([C:41]2[CH:46]=[CH:45][C:44]([C:47]3[C:56](=[O:57])[C:55]4[C:50](=[C:51]([C:58]5[C:59]([C:63]([F:66])([F:65])[F:64])=[N:60][NH:61][CH:62]=5)[CH:52]=[CH:53][CH:54]=4)[O:49][C:48]=3[C:67]3[CH:68]=[CH:69][CH:70]=[CH:71][CH:72]=3)=[CH:43][CH:42]=2)[CH2:38][CH2:39][CH2:40]1. (2) Given the reactants [Cl:1][C:2]1[CH:30]=[CH:29][C:5]([CH2:6][C:7]2([OH:28])[CH2:12][CH2:11][N:10]([C:13]([CH:15]3[O:20][C:19]4[CH:21]=[CH:22][C:23]([Cl:25])=[CH:24][C:18]=4[O:17][CH2:16]3)=O)[CH2:9][C:8]2([CH3:27])[CH3:26])=[CH:4][CH:3]=1, predict the reaction product. The product is: [Cl:1][C:2]1[CH:30]=[CH:29][C:5]([CH2:6][C:7]2([OH:28])[CH2:12][CH2:11][N:10]([CH2:13][CH:15]3[O:20][C:19]4[CH:21]=[CH:22][C:23]([Cl:25])=[CH:24][C:18]=4[O:17][CH2:16]3)[CH2:9][C:8]2([CH3:27])[CH3:26])=[CH:4][CH:3]=1. (3) The product is: [OH:1][C:2]1[CH:7]=[CH:6][C:5]([C:8]2[N:13]=[C:12]([NH:14][C:15]3[CH:16]=[C:17]([CH:21]=[CH:22][CH:23]=3)[C:18]([N:32]([CH3:31])[CH:25]3[CH2:28][CH2:27][N:26]([CH3:29])[CH2:24]3)=[O:20])[CH:11]=[N:10][CH:9]=2)=[CH:4][CH:3]=1. Given the reactants [OH:1][C:2]1[CH:7]=[CH:6][C:5]([C:8]2[N:13]=[C:12]([NH:14][C:15]3[CH:16]=[C:17]([CH:21]=[CH:22][CH:23]=3)[C:18]([OH:20])=O)[CH:11]=[N:10][CH:9]=2)=[CH:4][CH:3]=1.[CH2:24]([N:26]([CH2:29]C)[CH2:27][CH3:28])[CH3:25].[CH3:31][N:32](C(ON1N=NC2C=CC=CC1=2)=[N+](C)C)C.[B-](F)(F)(F)F, predict the reaction product. (4) Given the reactants [CH3:1][O:2][C:3]1[CH:8]=[CH:7][C:6]([N:9]2[CH:13]=[C:12]([CH3:14])[C:11]([C:15](OCC)=[O:16])=[N:10]2)=[CH:5][CH:4]=1.[H-].[Al+3].[Li+].[H-].[H-].[H-], predict the reaction product. The product is: [CH3:1][O:2][C:3]1[CH:4]=[CH:5][C:6]([N:9]2[CH:13]=[C:12]([CH3:14])[C:11]([CH:15]=[O:16])=[N:10]2)=[CH:7][CH:8]=1. (5) Given the reactants [C:1]([O:5][C:6]([NH:8][CH2:9][CH2:10][O:11][C:12]1[CH:17]=[CH:16][C:15]([CH2:18][CH:19]([OH:24])[C:20]([O:22][CH3:23])=[O:21])=[CH:14][CH:13]=1)=[O:7])([CH3:4])([CH3:3])[CH3:2].O[C:26]1[CH:27]=[N:28][CH:29]=[CH:30][CH:31]=1.C1(P(C2C=CC=CC=2)C2C=CC=CC=2)C=CC=CC=1.CCOC(/N=N/C(OCC)=O)=O, predict the reaction product. The product is: [C:1]([O:5][C:6]([NH:8][CH2:9][CH2:10][O:11][C:12]1[CH:13]=[CH:14][C:15]([CH2:18][CH:19]([O:24][C:26]2[CH:27]=[N:28][CH:29]=[CH:30][CH:31]=2)[C:20]([O:22][CH3:23])=[O:21])=[CH:16][CH:17]=1)=[O:7])([CH3:3])([CH3:4])[CH3:2].